This data is from Full USPTO retrosynthesis dataset with 1.9M reactions from patents (1976-2016). The task is: Predict the reactants needed to synthesize the given product. (1) The reactants are: Br[C:2]1[CH:3]=[C:4]([C:14]([NH:16][CH2:17][C:18]2[C:19](=[O:26])[NH:20][C:21]([CH3:25])=[CH:22][C:23]=2[CH3:24])=[O:15])[C:5]2[CH:10]=[N:9][N:8]([CH:11]([CH3:13])[CH3:12])[C:6]=2[N:7]=1.[OH:27][CH2:28][C:29]1[CH:30]=[C:31](B(O)O)[CH:32]=[CH:33][CH:34]=1.C([O-])([O-])=O.[Na+].[Na+].CCOC(C)=O. Given the product [CH3:24][C:23]1[CH:22]=[C:21]([CH3:25])[NH:20][C:19](=[O:26])[C:18]=1[CH2:17][NH:16][C:14]([C:4]1[C:5]2[CH:10]=[N:9][N:8]([CH:11]([CH3:13])[CH3:12])[C:6]=2[N:7]=[C:2]([C:33]2[CH:32]=[CH:31][CH:30]=[C:29]([CH2:28][OH:27])[CH:34]=2)[CH:3]=1)=[O:15], predict the reactants needed to synthesize it. (2) Given the product [C:1]([O:5][C:6](=[O:18])[NH:7][CH2:8][CH2:9][CH2:10][NH:11][C:12]1[S:13][C:20]([C:21](=[O:22])[C:23]2[CH:28]=[CH:27][CH:26]=[CH:25][C:24]=2[CH2:29][CH3:30])=[C:15]([CH3:16])[N:14]=1)([CH3:4])([CH3:2])[CH3:3], predict the reactants needed to synthesize it. The reactants are: [C:1]([O:5][C:6](=[O:18])[NH:7][CH2:8][CH2:9][CH2:10][NH:11][C:12]([N:14]=[C:15](N)[CH3:16])=[S:13])([CH3:4])([CH3:3])[CH3:2].Br[CH2:20][C:21]([C:23]1[CH:28]=[CH:27][CH:26]=[CH:25][C:24]=1[CH2:29][CH3:30])=[O:22].C(N(CC)CC)C. (3) Given the product [Cl:1][C:2]1[C:7]([F:8])=[CH:6][CH:5]=[C:4]([O:9][CH3:10])[C:3]=1[C@H:11]([C:13]1[C:21]2[C:16](=[N:17][CH:18]=[C:19]([C:22]3[CH:23]=[N:24][N:25]([CH:28]4[CH2:33][CH2:32][C:31](=[O:34])[CH2:30][CH2:29]4)[C:26]=3[CH3:27])[CH:20]=2)[NH:15][CH:14]=1)[CH3:12], predict the reactants needed to synthesize it. The reactants are: [Cl:1][C:2]1[C:7]([F:8])=[CH:6][CH:5]=[C:4]([O:9][CH3:10])[C:3]=1[C@H:11]([C:13]1[C:21]2[C:16](=[N:17][CH:18]=[C:19]([C:22]3[CH:23]=[N:24][N:25]([C@@H:28]4[CH2:33][CH2:32][C@H:31]([OH:34])[CH2:30][CH2:29]4)[C:26]=3[CH3:27])[CH:20]=2)[NH:15][CH:14]=1)[CH3:12].CC(OI1(OC(C)=O)(OC(C)=O)OC(=O)C2C=CC=CC1=2)=O.C(Cl)Cl. (4) Given the product [C:1]([O:5][C:6](=[O:30])[N:7]([C:20]1[C:21]2[N:22]([CH:27]=[CH:28][N:29]=2)[C:23]([C:36]2[CH:35]=[C:34]([C:47]([F:48])([F:49])[F:50])[N:33]=[C:32]([F:31])[CH:37]=2)=[CH:24][N:25]=1)[C:8]1[CH:13]=[CH:12][C:11]([N:14]2[CH2:19][CH2:18][O:17][CH2:16][CH2:15]2)=[CH:10][CH:9]=1)([CH3:4])([CH3:3])[CH3:2], predict the reactants needed to synthesize it. The reactants are: [C:1]([O:5][C:6](=[O:30])[N:7]([C:20]1[C:21]2[N:22]([CH:27]=[CH:28][N:29]=2)[C:23](Br)=[CH:24][N:25]=1)[C:8]1[CH:13]=[CH:12][C:11]([N:14]2[CH2:19][CH2:18][O:17][CH2:16][CH2:15]2)=[CH:10][CH:9]=1)([CH3:4])([CH3:3])[CH3:2].[F:31][C:32]1[CH:37]=[C:36](B2OC(C)(C)C(C)(C)O2)[CH:35]=[C:34]([C:47]([F:50])([F:49])[F:48])[N:33]=1.CC([O-])=O.[K+]. (5) Given the product [CH2:1]([O:3][C:4]([N:6]1[CH:15]2[CH2:16][CH2:17][CH:7]1[C:8]1[CH:9]=[C:10]([NH:18][C:20]3[N:25]=[C:24]([NH:26][C:27]4[CH:36]=[CH:35][CH:34]=[CH:33][C:28]=4[C:29](=[O:30])[NH:31][CH3:32])[C:23]([Cl:37])=[CH:22][N:21]=3)[CH:11]=[CH:12][C:13]=1[CH2:14]2)=[O:5])[CH3:2], predict the reactants needed to synthesize it. The reactants are: [CH2:1]([O:3][C:4]([N:6]1[CH:15]2[CH2:16][CH2:17][CH:7]1[C:8]1[CH:9]=[C:10]([NH2:18])[CH:11]=[CH:12][C:13]=1[CH2:14]2)=[O:5])[CH3:2].Cl[C:20]1[N:25]=[C:24]([NH:26][C:27]2[CH:36]=[CH:35][CH:34]=[CH:33][C:28]=2[C:29]([NH:31][CH3:32])=[O:30])[C:23]([Cl:37])=[CH:22][N:21]=1.Cl.C([O-])(O)=O.[Na+]. (6) Given the product [N+:24]([C:21]1[CH:22]=[CH:23][C:18]([N:14]2[CH2:15][CH2:16][CH:11]([CH:8]([C:2]3[CH:3]=[CH:4][CH:5]=[CH:6][CH:7]=3)[C:9]#[N:10])[CH2:12][CH2:13]2)=[CH:19][CH:20]=1)([O-:26])=[O:25], predict the reactants needed to synthesize it. The reactants are: Cl.[C:2]1([CH:8]([CH:11]2[CH2:16][CH2:15][NH:14][CH2:13][CH2:12]2)[C:9]#[N:10])[CH:7]=[CH:6][CH:5]=[CH:4][CH:3]=1.F[C:18]1[CH:23]=[CH:22][C:21]([N+:24]([O-:26])=[O:25])=[CH:20][CH:19]=1.C([O-])([O-])=O.[K+].[K+].O. (7) Given the product [O:21]1[C:22]2[CH:23]=[CH:24][C:25]([C:16]3[CH:15]=[CH:14][C:13]([O:12][CH2:11][C:8]4[S:9][CH:10]=[C:6]([C:4]([OH:3])=[O:5])[N:7]=4)=[CH:18][CH:17]=3)=[CH:26][C:27]=2[O:28][CH2:20]1, predict the reactants needed to synthesize it. The reactants are: C([O:3][C:4]([C:6]1[N:7]=[C:8]([CH2:11][O:12][C:13]2[CH:18]=[CH:17][C:16](I)=[CH:15][CH:14]=2)[S:9][CH:10]=1)=[O:5])C.[CH2:20]1[O:28][C:27]2[CH:26]=[CH:25][C:24](B(O)O)=[CH:23][C:22]=2[O:21]1.C(=O)([O-])[O-].[K+].[K+]. (8) Given the product [Cl:21][C:4]1[CH:3]=[C:2]([CH3:1])[N:7]=[C:6]([C:8]2[CH:13]=[CH:12][CH:11]=[CH:10][C:9]=2[C:14]([F:17])([F:16])[F:15])[N:5]=1, predict the reactants needed to synthesize it. The reactants are: [CH3:1][C:2]1[N:7]=[C:6]([C:8]2[CH:13]=[CH:12][CH:11]=[CH:10][C:9]=2[C:14]([F:17])([F:16])[F:15])[NH:5][C:4](=O)[CH:3]=1.P(Cl)(Cl)([Cl:21])=O.C(N(CCC)CCC)CC. (9) Given the product [F:1][C:2]([F:6])([F:5])[CH2:3][NH:4][C:7]([N:23]1[CH2:22][CH:21]([CH2:19][CH3:20])[CH:25]=[N:24]1)=[S:8], predict the reactants needed to synthesize it. The reactants are: [F:1][C:2]([F:6])([F:5])[CH2:3][NH2:4].[C:7](N1C=CN=C1)(N1C=CN=C1)=[S:8].[CH2:19]([CH:21]1[CH2:25][NH:24][N:23]=[CH:22]1)[CH3:20]. (10) Given the product [C:17]([C:3]1[N:4]=[CH:5][C:6]([NH:8][C@H:9]([CH2:13][CH:14]([CH3:16])[CH3:15])[C:10]([NH2:12])=[O:11])=[N:7][C:2]=1[NH:19][C:20]1[CH:21]=[C:22]([CH3:26])[CH:23]=[CH:24][CH:25]=1)#[N:18], predict the reactants needed to synthesize it. The reactants are: Cl[C:2]1[N:7]=[C:6]([NH:8][C@H:9]([CH2:13][CH:14]([CH3:16])[CH3:15])[C:10]([NH2:12])=[O:11])[CH:5]=[N:4][C:3]=1[C:17]#[N:18].[NH2:19][C:20]1[CH:25]=[CH:24][CH:23]=[C:22]([CH3:26])[CH:21]=1.C([O-])([O-])=O.[Cs+].[Cs+].